Task: Predict the product of the given reaction.. Dataset: Forward reaction prediction with 1.9M reactions from USPTO patents (1976-2016) (1) Given the reactants [N:1]([C@H:4]1[CH2:28][CH2:27][C@@:26]2([CH3:29])[C:6](=[CH:7][CH2:8][C@@H:9]3[C@@H:25]2[CH2:24][CH2:23][C@@:22]2([CH3:30])[C@H:10]3[CH2:11][CH2:12][C@@H:13]2[C@H:14]([CH3:21])[CH2:15][CH2:16][CH2:17][CH:18]([CH3:20])[CH3:19])[CH2:5]1)=[N+]=[N-].[H-].[H-].[H-].[H-].[Li+].[Al+3], predict the reaction product. The product is: [NH2:1][C@H:4]1[CH2:28][CH2:27][C@@:26]2([CH3:29])[C:6](=[CH:7][CH2:8][C@@H:9]3[C@@H:25]2[CH2:24][CH2:23][C@@:22]2([CH3:30])[C@H:10]3[CH2:11][CH2:12][C@@H:13]2[C@H:14]([CH3:21])[CH2:15][CH2:16][CH2:17][CH:18]([CH3:20])[CH3:19])[CH2:5]1. (2) Given the reactants [Cl:1][C:2]1[C:11](Cl)=[N:10][C:9]2[C:4](=[CH:5][CH:6]=[C:7]([O:13][CH3:14])[CH:8]=2)[N:3]=1.[CH:15]1(B(O)O)[CH2:17][CH2:16]1.C(=O)([O-])[O-].[Cs+].[Cs+], predict the reaction product. The product is: [Cl:1][C:2]1[C:11]([CH:15]2[CH2:17][CH2:16]2)=[N:10][C:9]2[C:4](=[CH:5][CH:6]=[C:7]([O:13][CH3:14])[CH:8]=2)[N:3]=1.